From a dataset of Catalyst prediction with 721,799 reactions and 888 catalyst types from USPTO. Predict which catalyst facilitates the given reaction. Reactant: [F:1][CH:2]([F:17])[CH2:3][NH:4][C@H:5]([CH3:16])[CH2:6][C:7]1[C:15]2[C:10](=[CH:11][CH:12]=[CH:13][CH:14]=2)[NH:9][CH:8]=1.[F:18][C:19]1[CH:26]=[C:25]([I:27])[CH:24]=[C:23]([F:28])[C:20]=1[CH:21]=O.C(O)(=O)C. Product: [F:17][CH:2]([F:1])[CH2:3][N:4]1[C@H:5]([CH3:16])[CH2:6][C:7]2[C:15]3[C:10](=[CH:11][CH:12]=[CH:13][CH:14]=3)[NH:9][C:8]=2[C@H:21]1[C:20]1[C:19]([F:18])=[CH:26][C:25]([I:27])=[CH:24][C:23]=1[F:28]. The catalyst class is: 11.